This data is from Full USPTO retrosynthesis dataset with 1.9M reactions from patents (1976-2016). The task is: Predict the reactants needed to synthesize the given product. Given the product [CH:22]1([CH2:26][O:1][C:2]2[CH:3]=[C:4]([CH2:8][CH2:9][CH2:10][N:11]3[C:19](=[O:20])[C:18]4[C:13](=[CH:14][CH:15]=[CH:16][CH:17]=4)[C:12]3=[O:21])[CH:5]=[CH:6][CH:7]=2)[CH2:25][CH2:24][CH2:23]1, predict the reactants needed to synthesize it. The reactants are: [OH:1][C:2]1[CH:3]=[C:4]([CH2:8][CH2:9][CH2:10][N:11]2[C:19](=[O:20])[C:18]3[C:13](=[CH:14][CH:15]=[CH:16][CH:17]=3)[C:12]2=[O:21])[CH:5]=[CH:6][CH:7]=1.[CH:22]1([CH2:26]Br)[CH2:25][CH2:24][CH2:23]1.